Predict the product of the given reaction. From a dataset of Forward reaction prediction with 1.9M reactions from USPTO patents (1976-2016). (1) Given the reactants C([Li])CCC.C(NC(C)C)(C)C.[CH2:13]([O:15][C:16]([CH:18]1[CH2:23][CH2:22][N:21]([C:24]([O:26][C:27]([CH3:30])([CH3:29])[CH3:28])=[O:25])[CH2:20][CH2:19]1)=[O:17])[CH3:14].Cl[CH2:32][O:33][CH2:34][C:35]1[CH:40]=[CH:39][CH:38]=[CH:37][CH:36]=1.[Cl-].[NH4+], predict the reaction product. The product is: [CH2:13]([O:15][C:16]([C:18]1([CH2:32][O:33][CH2:34][C:35]2[CH:40]=[CH:39][CH:38]=[CH:37][CH:36]=2)[CH2:23][CH2:22][N:21]([C:24]([O:26][C:27]([CH3:29])([CH3:28])[CH3:30])=[O:25])[CH2:20][CH2:19]1)=[O:17])[CH3:14]. (2) The product is: [OH:10][C:11]1[CH:20]=[C:19]2[C:14]([C:15]([NH:21][C:22]3[CH:27]=[C:26]([NH:28][C:29]([C:31]4[CH:36]=[CH:35][N:34]=[C:33]([N:37]5[CH2:42][CH2:41][O:40][CH2:39][CH2:38]5)[CH:32]=4)=[O:30])[CH:25]=[CH:24][C:23]=3[CH3:43])=[N:16][CH:17]=[N:18]2)=[CH:13][C:12]=1[O:44][CH3:45]. Given the reactants Cl.Cl.C([O:10][C:11]1[CH:20]=[C:19]2[C:14]([C:15]([NH:21][C:22]3[CH:27]=[C:26]([NH:28][C:29]([C:31]4[CH:36]=[CH:35][N:34]=[C:33]([N:37]5[CH2:42][CH2:41][O:40][CH2:39][CH2:38]5)[CH:32]=4)=[O:30])[CH:25]=[CH:24][C:23]=3[CH3:43])=[N:16][CH:17]=[N:18]2)=[CH:13][C:12]=1[O:44][CH3:45])C1C=CC=CC=1, predict the reaction product. (3) Given the reactants [CH3:1][O:2][C:3]1[N:8]=[C:7]([C:9]([N:11]2[CH2:16][CH2:15][NH:14][C@@H:13]([CH3:17])[CH2:12]2)=[O:10])[CH:6]=[CH:5][CH:4]=1.[Cl:18][C:19]1[CH:20]=[C:21]([N:25]2[CH:29]=[N:28][C:27]([C:30](O)=[O:31])=[N:26]2)[CH:22]=[CH:23][CH:24]=1.CN(C(ON1N=NC2C=CC=CC1=2)=[N+](C)C)C.[B-](F)(F)(F)F.CCN(C(C)C)C(C)C, predict the reaction product. The product is: [Cl:18][C:19]1[CH:20]=[C:21]([N:25]2[CH:29]=[N:28][C:27]([C:30]([N:14]3[CH2:15][CH2:16][N:11]([C:9]([C:7]4[CH:6]=[CH:5][CH:4]=[C:3]([O:2][CH3:1])[N:8]=4)=[O:10])[CH2:12][C@@H:13]3[CH3:17])=[O:31])=[N:26]2)[CH:22]=[CH:23][CH:24]=1. (4) Given the reactants [NH2:1][CH:2]([C:9]1[C:14]([O:15][CH3:16])=[CH:13][CH:12]=[CH:11][C:10]=1[O:17][CH3:18])[CH2:3][CH2:4][C:5]([O:7]C)=O.[CH3:19][C:20]1[O:24][N:23]=[C:22]([C:25]2[CH:26]=[C:27]([CH:30]=[CH:31][CH:32]=2)[CH:28]=O)[N:21]=1, predict the reaction product. The product is: [CH3:18][O:17][C:10]1[CH:11]=[CH:12][CH:13]=[C:14]([O:15][CH3:16])[C:9]=1[CH:2]1[N:1]([CH2:28][C:27]2[CH:30]=[CH:31][CH:32]=[C:25]([C:22]3[N:21]=[C:20]([CH3:19])[O:24][N:23]=3)[CH:26]=2)[C:5](=[O:7])[CH2:4][CH2:3]1. (5) Given the reactants [Cl:1][C:2]1[CH:3]=[C:4]([C:13]([OH:15])=[O:14])[C:5]2[O:9][C:8]([CH3:11])([CH3:10])[CH2:7][C:6]=2[CH:12]=1.S(OOS([O-])(=O)=O)([O-])(=O)=[O:17].[K+].[K+].C(#N)C.O.C(OCC)(=O)C, predict the reaction product. The product is: [Cl:1][C:2]1[CH:3]=[C:4]([C:13]([OH:15])=[O:14])[C:5]2[O:9][C:8]([CH3:11])([CH3:10])[C:7](=[O:17])[C:6]=2[CH:12]=1. (6) Given the reactants [Cl:1][C:2]1[CH:3]=[C:4]2[C:9](=[CH:10][C:11]=1[CH3:12])[O:8][CH:7]([C:13]([F:16])([F:15])[F:14])[C:6]([C:17]([O:19][CH2:20][CH3:21])=[O:18])=[CH:5]2.[Br:22]N1C(=O)CCC1=O, predict the reaction product. The product is: [Br:22][CH2:12][C:11]1[CH:10]=[C:9]2[C:4]([CH:5]=[C:6]([C:17]([O:19][CH2:20][CH3:21])=[O:18])[CH:7]([C:13]([F:16])([F:15])[F:14])[O:8]2)=[CH:3][C:2]=1[Cl:1]. (7) Given the reactants C(NC(C)C)(C)C.C([Li])CCC.[O:13]1[CH2:18][CH2:17][C:16](=[O:19])[CH2:15][CH2:14]1.[CH3:20][O:21][CH2:22]Br, predict the reaction product. The product is: [CH3:20][O:21][CH2:22][CH:15]1[C:16](=[O:19])[CH2:17][CH2:18][O:13][CH2:14]1.